From a dataset of Forward reaction prediction with 1.9M reactions from USPTO patents (1976-2016). Predict the product of the given reaction. (1) Given the reactants C([O:5][C:6](=[O:28])[CH2:7][N:8]([C:18](=[O:27])[NH:19][CH2:20][C:21]1[CH:26]=[CH:25][CH:24]=[CH:23][CH:22]=1)[NH:9][CH2:10][C:11]1[CH:16]=[CH:15][C:14]([F:17])=[CH:13][CH:12]=1)(C)(C)C.Cl, predict the reaction product. The product is: [CH2:20]([NH:19][C:18]([N:8]([CH2:7][C:6]([OH:28])=[O:5])[NH:9][CH2:10][C:11]1[CH:12]=[CH:13][C:14]([F:17])=[CH:15][CH:16]=1)=[O:27])[C:21]1[CH:22]=[CH:23][CH:24]=[CH:25][CH:26]=1. (2) Given the reactants CCN(C(C)C)C(C)C.[C:10]1([C:16]2[NH:20][N:19]=[C:18]([C:21]([NH:23][CH2:24][C:25]([OH:27])=O)=[O:22])[CH:17]=2)[CH:15]=[CH:14][CH:13]=[CH:12][CH:11]=1.C1C=CC2N(O)N=NC=2C=1.CCN=C=NCCCN(C)C.Cl.Cl.NCC([N:55]1[CH2:60][CH2:59][CH:58]([O:61][C:62]2[CH:69]=[CH:68][CH:67]=[CH:66][C:63]=2[C:64]#[N:65])[CH2:57][CH2:56]1)=O.Cl.ClC1C=CC=CC=1OC1CCNCC1, predict the reaction product. The product is: [C:64]([C:63]1[CH:66]=[CH:67][CH:68]=[CH:69][C:62]=1[O:61][CH:58]1[CH2:59][CH2:60][N:55]([C:25](=[O:27])[CH2:24][NH:23][C:21]([C:18]2[CH:17]=[C:16]([C:10]3[CH:11]=[CH:12][CH:13]=[CH:14][CH:15]=3)[NH:20][N:19]=2)=[O:22])[CH2:56][CH2:57]1)#[N:65]. (3) The product is: [NH:34]=[C:19]1[N:20]([C:27]2[CH:28]=[CH:29][C:30]([C:40]3[CH:41]=[CH:42][CH:43]=[CH:44][C:39]=3[NH:38][C:35](=[O:37])[CH3:36])=[CH:31][CH:32]=2)[C:21]2[CH:26]=[CH:25][CH:24]=[CH:23][C:22]=2[N:18]1[CH2:17][C:12]1[CH:13]=[CH:14][CH:15]=[C:16]2[C:11]=1[CH:10]=[CH:9][NH:8]2. Given the reactants C(OC([N:8]1[C:16]2[C:11](=[C:12]([CH2:17][N:18]3[C:22]4[CH:23]=[CH:24][CH:25]=[CH:26][C:21]=4[N:20]([C:27]4[CH:32]=[CH:31][C:30](Br)=[CH:29][CH:28]=4)[C:19]3=[NH:34])[CH:13]=[CH:14][CH:15]=2)[CH:10]=[CH:9]1)=O)(C)(C)C.[C:35]([NH:38][C:39]1[CH:44]=[CH:43][CH:42]=[CH:41][C:40]=1B(O)O)(=[O:37])[CH3:36].C(=O)([O-])[O-].[Na+].[Na+], predict the reaction product. (4) Given the reactants Cl[C:2]1[CH:7]=[CH:6][N:5]=[CH:4][C:3]=1[N+:8]([O-:10])=[O:9].[NH2:11][CH2:12][CH:13]1[CH2:17][CH2:16][N:15]([C:18]([O:20][C:21]([CH3:24])([CH3:23])[CH3:22])=[O:19])[CH2:14]1, predict the reaction product. The product is: [N+:8]([C:3]1[CH:4]=[N:5][CH:6]=[CH:7][C:2]=1[NH:11][CH2:12][CH:13]1[CH2:17][CH2:16][N:15]([C:18]([O:20][C:21]([CH3:24])([CH3:23])[CH3:22])=[O:19])[CH2:14]1)([O-:10])=[O:9]. (5) Given the reactants F[C:2]1(F)[CH2:4][CH:3]1[CH2:5][N:6]1[CH2:10][CH2:9][N:8]([C:11]2[S:12][C:13]([C:17]([O:19]CC)=[O:18])=[C:14]([CH3:16])[N:15]=2)[C:7]1=[O:22].C(N1CCN(C2SC(C(OCC)=O)=C(C)N=2)C1=O)C(C)C, predict the reaction product. The product is: [CH2:5]([N:6]1[CH2:10][CH2:9][N:8]([C:11]2[S:12][C:13]([C:17]([OH:19])=[O:18])=[C:14]([CH3:16])[N:15]=2)[C:7]1=[O:22])[CH:3]([CH3:4])[CH3:2].